This data is from Full USPTO retrosynthesis dataset with 1.9M reactions from patents (1976-2016). The task is: Predict the reactants needed to synthesize the given product. (1) The reactants are: [Cl:1][C:2]1[CH:3]=[C:4]([N+:10]([O-:12])=[O:11])[CH:5]=[C:6]([Cl:9])[C:7]=1Cl.[O-:13]C1C=CC=CC=1.[K+].O. Given the product [Cl:1][C:2]1[CH:3]=[C:4]([N+:10]([O-:12])=[O:11])[CH:5]=[C:6]([Cl:9])[C:7]=1[OH:13], predict the reactants needed to synthesize it. (2) The reactants are: [CH:1]1([C:4]2[O:5][C:6]3[C:7](=[C:9]([C:21]#[N:22])[C:10]([CH3:20])=[C:11]([C:14]4[CH:19]=[CH:18][CH:17]=[CH:16][CH:15]=4)[C:12]=3F)[N:8]=2)[CH2:3][CH2:2]1.C(N(CC)CC)C.[CH3:30][NH:31][C@H:32]1[CH2:36][CH2:35][NH:34][CH2:33]1.C(=O)([O-])O.[Na+]. Given the product [CH:1]1([C:4]2[O:5][C:6]3[C:7](=[C:9]([C:21]#[N:22])[C:10]([CH3:20])=[C:11]([C:14]4[CH:19]=[CH:18][CH:17]=[CH:16][CH:15]=4)[C:12]=3[N:34]3[CH2:35][CH2:36][C@H:32]([NH:31][CH3:30])[CH2:33]3)[N:8]=2)[CH2:3][CH2:2]1, predict the reactants needed to synthesize it. (3) Given the product [CH3:22][N:23]([CH3:29])[CH2:24][CH2:25][CH2:26][CH2:27][O:28][C:2]1[C:3]([C:8]2[N:12]=[C:11]([C:13]3[CH:14]=[C:15]([F:21])[CH:16]=[C:17]([C:19]#[N:20])[CH:18]=3)[O:10][N:9]=2)=[N:4][CH:5]=[CH:6][CH:7]=1, predict the reactants needed to synthesize it. The reactants are: F[C:2]1[C:3]([C:8]2[N:12]=[C:11]([C:13]3[CH:18]=[C:17]([C:19]#[N:20])[CH:16]=[C:15]([F:21])[CH:14]=3)[O:10][N:9]=2)=[N:4][CH:5]=[CH:6][CH:7]=1.[CH3:22][N:23]([CH3:29])[CH2:24][CH2:25][CH2:26][CH2:27][O-:28].[K+].O1CCOCCOCCOCCOCCOCC1. (4) Given the product [Si:21]([O:1][CH2:2][CH2:3][CH2:4][C:5]1[C:14]2[O:13][CH2:12][C:11](=[O:15])[NH:10][C:9]=2[CH:8]=[CH:7][CH:6]=1)([C:24]([CH3:27])([CH3:26])[CH3:25])([CH3:23])[CH3:22], predict the reactants needed to synthesize it. The reactants are: [OH:1][CH2:2][CH2:3][CH2:4][C:5]1[C:14]2[O:13][CH2:12][C:11](=[O:15])[NH:10][C:9]=2[CH:8]=[CH:7][CH:6]=1.N1C=CN=C1.[Si:21](Cl)([C:24]([CH3:27])([CH3:26])[CH3:25])([CH3:23])[CH3:22]. (5) Given the product [Cl:1][C:2]1[CH:7]=[CH:6][C:5]([NH:8][C:9]([NH:12][CH2:13][C:14]2[CH:22]=[CH:21][CH:20]=[C:19]3[C:15]=2[CH2:16][N:17]([CH:24]2[CH2:29][CH2:28][C:27](=[O:30])[NH:26][C:25]2=[O:31])[C:18]3=[O:23])=[O:10])=[CH:4][CH:3]=1, predict the reactants needed to synthesize it. The reactants are: [Cl:1][C:2]1[CH:7]=[CH:6][C:5]([N:8]=[C:9]=[O:10])=[CH:4][CH:3]=1.Cl.[NH2:12][CH2:13][C:14]1[CH:22]=[CH:21][CH:20]=[C:19]2[C:15]=1[CH2:16][N:17]([CH:24]1[CH2:29][CH2:28][C:27](=[O:30])[NH:26][C:25]1=[O:31])[C:18]2=[O:23].C(N(CC)CC)C.